From a dataset of Catalyst prediction with 721,799 reactions and 888 catalyst types from USPTO. Predict which catalyst facilitates the given reaction. (1) Reactant: [NH2:1][C:2]1[C:3]([OH:12])=[N:4][CH:5]=[C:6]([C:8]([F:11])([F:10])[F:9])[CH:7]=1.C1COCC1.Cl.[CH2:19]([S:21][C:22]1[CH:30]=[CH:29][CH:28]=[CH:27][C:23]=1[C:24](O)=[O:25])[CH3:20].C(=O)([O-])O.[Na+]. Product: [CH2:19]([S:21][C:22]1[CH:30]=[CH:29][CH:28]=[CH:27][C:23]=1[C:24]([NH:1][C:2]1[C:3]([OH:12])=[N:4][CH:5]=[C:6]([C:8]([F:11])([F:9])[F:10])[CH:7]=1)=[O:25])[CH3:20]. The catalyst class is: 6. (2) Reactant: O.[C:2]1([CH3:12])[CH:7]=[CH:6][C:5]([S:8]([OH:11])(=[O:10])=[O:9])=[CH:4][CH:3]=1.CN1CCCCCC1=O. Product: [CH3:12][C:2]1[CH:7]=[CH:6][C:5]([S:8]([OH:11])(=[O:10])=[O:9])=[CH:4][CH:3]=1. The catalyst class is: 6. (3) Product: [N+:11]([C:7]1[C:2]([OH:1])=[C:3]2[S:10][CH:9]=[CH:8][C:4]2=[N:5][CH:6]=1)([O-:13])=[O:12]. The catalyst class is: 796. Reactant: [OH:1][C:2]1[CH:7]=[CH:6][N:5]=[C:4]2[CH:8]=[CH:9][S:10][C:3]=12.[N+:11]([O-])([OH:13])=[O:12].C(OCC)C. (4) Reactant: [C:1]([O:5][C:6](=[O:11])[NH:7][CH2:8][CH2:9][NH2:10])([CH3:4])([CH3:3])[CH3:2].F[C:13]1[CH:20]=[CH:19][C:16]([C:17]#[N:18])=[CH:15][CH:14]=1. Product: [C:1]([O:5][C:6](=[O:11])[NH:7][CH2:8][CH2:9][NH:10][C:13]1[CH:20]=[CH:19][C:16]([C:17]#[N:18])=[CH:15][CH:14]=1)([CH3:4])([CH3:2])[CH3:3]. The catalyst class is: 197.